The task is: Predict which catalyst facilitates the given reaction.. This data is from Catalyst prediction with 721,799 reactions and 888 catalyst types from USPTO. (1) Reactant: O[CH2:2][N:3]1[CH2:7][C@@H:6]([C:8]2[CH:13]=[C:12]([F:14])[C:11]([F:15])=[C:10]([F:16])[CH:9]=2)[CH2:5][C:4]1=[O:17].C(Cl)(=O)C([Cl:21])=O. Product: [Cl:21][CH2:2][N:3]1[CH2:7][C@@H:6]([C:8]2[CH:13]=[C:12]([F:14])[C:11]([F:15])=[C:10]([F:16])[CH:9]=2)[CH2:5][C:4]1=[O:17]. The catalyst class is: 2. (2) Reactant: C1(N(Cl)C(=O)N(Cl)C(=O)N1Cl)=O.[Si:13]([O:20][CH2:21][C@@H:22]1[CH2:26][C@@H:25]([OH:27])[CH2:24][N:23]1[C:28]([C:30]1[CH:35]=[C:34]([O:36][CH3:37])[C:33]([O:38][Si:39]([CH:46]([CH3:48])[CH3:47])([CH:43]([CH3:45])[CH3:44])[CH:40]([CH3:42])[CH3:41])=[CH:32][C:31]=1[N+:49]([O-:51])=[O:50])=[O:29])([C:16]([CH3:19])([CH3:18])[CH3:17])([CH3:15])[CH3:14].CC1(C)N([O])C(C)(C)CCC1.C(OCC)(=O)C.CCCCCC. Product: [Si:13]([O:20][CH2:21][C@H:22]1[N:23]([C:28](=[O:29])[C:30]2[CH:35]=[C:34]([O:36][CH3:37])[C:33]([O:38][Si:39]([CH:40]([CH3:41])[CH3:42])([CH:43]([CH3:44])[CH3:45])[CH:46]([CH3:48])[CH3:47])=[CH:32][C:31]=2[N+:49]([O-:51])=[O:50])[CH2:24][C:25](=[O:27])[CH2:26]1)([C:16]([CH3:17])([CH3:18])[CH3:19])([CH3:14])[CH3:15]. The catalyst class is: 4. (3) Reactant: [Mg].II.[CH3:4][O:5][C:6]1[CH:7]=[C:8]([Mg]Br)[CH:9]=[CH:10][C:11]=1[O:12][CH3:13].[CH3:16][O:17][C:18]1[CH:25]=[CH:24][C:21]([CH:22]=[O:23])=[CH:20][C:19]=1[N+:26]([O-:28])=[O:27]. Product: [CH3:16][O:17][C:18]1[CH:25]=[CH:24][C:21]([CH:22]([C:8]2[CH:9]=[CH:10][C:11]([O:12][CH3:13])=[C:6]([O:5][CH3:4])[CH:7]=2)[OH:23])=[CH:20][C:19]=1[N+:26]([O-:28])=[O:27]. The catalyst class is: 1. (4) Reactant: [CH2:1]([O:5][C:6]1[N:14]=[C:13]2[C:9]([N:10]=[CH:11][N:12]2[CH:15]2[CH2:20][CH2:19][CH2:18][CH2:17][O:16]2)=[C:8]([NH2:21])[N:7]=1)[CH2:2][CH2:3][CH3:4].[Br:22]NC(=O)CCC(N)=O. Product: [Br:22][C:11]1[N:12]([CH:15]2[CH2:20][CH2:19][CH2:18][CH2:17][O:16]2)[C:13]2[C:9]([N:10]=1)=[C:8]([NH2:21])[N:7]=[C:6]([O:5][CH2:1][CH2:2][CH2:3][CH3:4])[N:14]=2. The catalyst class is: 4. (5) Reactant: [F:1][C:2]1[CH:11]=[C:10]2[C:5]([CH:6]=[C:7]([CH:22]([NH2:24])[CH3:23])[C:8]([C:12]3[CH:17]=[CH:16][CH:15]=[CH:14][C:13]=3[S:18]([CH3:21])(=[O:20])=[O:19])=[N:9]2)=[N:4][CH:3]=1.[NH2:25][C:26]1[C:31]([C:32]#[N:33])=[C:30](Cl)[N:29]=[CH:28][N:27]=1.C(N(C(C)C)CC)(C)C.O. Product: [NH2:25][C:26]1[C:31]([C:32]#[N:33])=[C:30]([NH:24][CH:22]([C:7]2[C:8]([C:12]3[CH:17]=[CH:16][CH:15]=[CH:14][C:13]=3[S:18]([CH3:21])(=[O:20])=[O:19])=[N:9][C:10]3[C:5]([CH:6]=2)=[N:4][CH:3]=[C:2]([F:1])[CH:11]=3)[CH3:23])[N:29]=[CH:28][N:27]=1. The catalyst class is: 51. (6) Reactant: [OH:1][C:2]1[CH:3]=[C:4]([CH:7]=[CH:8][CH:9]=1)[CH:5]=[O:6].I[CH:11]([CH3:13])[CH3:12].C([O-])([O-])=O.[K+].[K+].O. Product: [CH:11]([O:1][C:2]1[CH:3]=[C:4]([CH:7]=[CH:8][CH:9]=1)[CH:5]=[O:6])([CH3:13])[CH3:12]. The catalyst class is: 41. (7) Reactant: [O:1]1[CH2:6][CH2:5][C:4](=[CH:7][C:8]([CH3:10])=[O:9])[CH2:3][CH2:2]1. Product: [O:1]1[CH2:6][CH2:5][CH:4]([CH2:7][C:8]([CH3:10])=[O:9])[CH2:3][CH2:2]1. The catalyst class is: 13.